This data is from NCI-60 drug combinations with 297,098 pairs across 59 cell lines. The task is: Regression. Given two drug SMILES strings and cell line genomic features, predict the synergy score measuring deviation from expected non-interaction effect. (1) Drug 1: COC1=NC(=NC2=C1N=CN2C3C(C(C(O3)CO)O)O)N. Drug 2: CN(CCCl)CCCl.Cl. Cell line: LOX IMVI. Synergy scores: CSS=21.8, Synergy_ZIP=-7.20, Synergy_Bliss=-1.92, Synergy_Loewe=-16.4, Synergy_HSA=-3.98. (2) Cell line: SR. Drug 1: C1=CC(=CC=C1C#N)C(C2=CC=C(C=C2)C#N)N3C=NC=N3. Synergy scores: CSS=69.6, Synergy_ZIP=-4.81, Synergy_Bliss=-8.36, Synergy_Loewe=-8.55, Synergy_HSA=-4.25. Drug 2: C1CCC(C(C1)N)N.C(=O)(C(=O)[O-])[O-].[Pt+4].